From a dataset of Experimentally validated miRNA-target interactions with 360,000+ pairs, plus equal number of negative samples. Binary Classification. Given a miRNA mature sequence and a target amino acid sequence, predict their likelihood of interaction. (1) The miRNA is hsa-miR-4776-5p with sequence GUGGACCAGGAUGGCAAGGGCU. The protein sequence of the target gene is MLLGASLVGVLLFSKLVLKLPWTQVGFSLLFLYLGSGGWRFIRVFIKTIRRDIFGGLVLLKVKAKVRQCLQERRTVPILFASTVRRHPDKTALIFEGTDTHWTFRQLDEYSSSVANFLQARGLASGDVAAIFMENRNEFVGLWLGMAKLGVEAALINTNLRRDALLHCLTTSRARALVFGSEMASAICEVHASLDPSLSLFCSGSWEPGAVPPSTEHLDPLLKDAPKHLPSCPDKGFTDKLFYIYTSGTTGLPKAAIVVHSRYYRMAALVYYGFRMRPNDIVYDCLPLYHSAGNIVGIGQ.... Result: 0 (no interaction). (2) The miRNA is mmu-miR-1983 with sequence CUCACCUGGAGCAUGUUUUCU. The protein sequence of the target gene is MTRRCMPARPGFPSSPAPGSSPPRCHLRPGSTAHAAAGKRTESPGDRKQSIIDFFKPASKQDRHMLDSPQKSNIKYGGSRLSITGTEQFERKLSSPKESKPKRVPPEKSPIIEAFMKGVKEHHEDHGIHESRRPCLSLASKYLAKGTNIYVPSSYHLPKEMKSLKKKHRSPERRKSLFIHENNEKNDRDRGKTNADSKKQTTVAEADIFNNSSRSLSSRSSLSRHHPEESPLGAKFQLSLASYCRERELKRLRKEQMEQRINSENSFSEASSLSLKSSIERKYKPRQEQRKQNDIIPGKN.... Result: 0 (no interaction). (3) The protein sequence of the target gene is MAAAVRQDLAQLMNSSGSHKDLAGKYRQILEKAIQLSGAEQLEALKAFVEAMVNENVSLVISRQLLTDFCTHLPNLPDSTAKEIYHFTLEKIQPRVISFEEQVASIRQHLASIYEKEEDWRNAAQVLVGIPLETGQKQYNVDYKLETYLKIARLYLEDDDPVQAEAYINRASLLQNESTNEQLQIHYKVCYARVLDYRRKFIEAAQRYNELSYKTIVHESERLEALKHALHCTILASAGQQRSRMLATLFKDERCQQLAAYGILEKMYLDRIIRGNQLQEFAAMLMPHQKATTADGSSIL.... The miRNA is mmu-miR-485-5p with sequence AGAGGCUGGCCGUGAUGAAUUC. Result: 0 (no interaction). (4) The miRNA is cel-miR-1829b-5p with sequence AAGCGAUCUUCUAGAUGGUUGUA. The protein sequence of the target gene is MSKFPVPLRTIGGLRPSTTAAISAANIGFTQSSRALSTGAAAKSSGLVGQVARQYPNAAAFSIKQVRLYSSGNLPKHNRVALPALSPTMELGTVVSWQKKEGDQLSEGDLLCEIETDKATMGFETPEEGYLAKILIQEGSKDVPIGKLLCIIVDNEADVAAFKDFKDDGASSGGSAPAAEKAPEPAKPAASSQPSPPAQMYQAPSVPKSAPIPHSSSGRVSASPFAKKLAAENGLDLSGVSGSGPGGRILASDLSQAPAKGATSTTTQAVSGQDYTDIPLSNMRKTIAKRLTESKSTIPH.... Result: 1 (interaction).